This data is from Experimentally validated miRNA-target interactions with 360,000+ pairs, plus equal number of negative samples. The task is: Binary Classification. Given a miRNA mature sequence and a target amino acid sequence, predict their likelihood of interaction. (1) The miRNA is mmu-miR-3104-3p with sequence ACGCUCUGCUUUGCUCCCCCAGA. The protein sequence of the target gene is MLHHHCRRNPELQEELQIQAAVAAGDVHTVRKMLEQGYSPNGRDANGWTLLHFSAARGKERCVRVFLEHGADPTVKDLIGGFTALHYAAMHGRARIARLMLESEYRSDIINAKSNDGWTPLHVAAHYGRDSFVRLLLEFKAEVDPLSDKGTTPLQLAIIRERSSCVKILLDHNANIDIQNGFLLRYAVIKSNHSYCRMFLQRGADTNLGRLEDGQTPLHLSALRDDVLCARMLYNYGADTNTRNYEGQTPLAVSISISGSSRPCLDFLQDVTRQPRTLQDLCRIKIRQCIGLQNLKLLDE.... Result: 0 (no interaction). (2) The miRNA is hsa-miR-34c-3p with sequence AAUCACUAACCACACGGCCAGG. The protein sequence of the target gene is MLGSLGLWALLPTAVEAPPNRRTCVFFEAPGVRGSTKTLGELLDTGTELPRAIRCLYSRCCFGIWNLTQDRAQVEMQGCRDSDEPGCESLHCDPSPRAHPSPGSTLFTCSCGTDFCNANYSHLPPPGSPGTPGSQGPQAAPGESIWMALVLLGLFLLLLLLLGSIILALLQRKNYRVRGEPVPEPRPDSGRDWSVELQELPELCFSQVIREGGHAVVWAGQLQGKLVAIKAFPPRSVAQFQAERALYELPGLQHDHIVRFITASRGGPGRLLSGPLLVLELHPKGSLCHYLTQYTSDWGS.... Result: 0 (no interaction). (3) The miRNA is hsa-miR-103a-3p with sequence AGCAGCAUUGUACAGGGCUAUGA. Result: 1 (interaction). The protein sequence of the target gene is MPLSTAGILSSSSAASNRSRNKARYRTKAVSSEVDESLFGDIKSPAQGQSDSPIVLLRDKHTLQKTLTALGLDRKPETIQLITRDMVRELIVPTEDPSGESLIISPEEFERIKWASHVLTREELEARDQAFKKEKEATMDAVMTRKKIMKQKEMVWNNNKKLSDLEEVAKERAQNLLQRANKLRMEQEEELKDMSKIILNAKCHAIRDAQILEKQQIQKELDTEEKRLDQMMEVERQKSIQRQEELERKRREERIRGRRQIVEQMEKNQEERSLLAEQREQEKEQMLEYMEQLQEEDLKD.... (4) The miRNA is cel-miR-1821-3p with sequence UGAGGUCUUAUAGUUAGGUAGA. The protein sequence of the target gene is MEGLAVRLLRGSRLLRRNFLTCLSSWKIPPHVSKSSQSEALLNITNNGIHFAPLQTFTDEEMMIKSSVKKFAQEQIAPLVSTMDENSKMEKSVIQGLFQQGLMGIEVDPEYGGTGASFLSTVLVIEELAKVDASVAVFCEIQNTLINTLIRKHGTEEQKATYLPQLTTEKVGSFCLSEAGAGSDSFALKTRADKEGDYYVLNGSKMWISSAEHAGLFLVMANVDPTIGYKGITSFLVDRDTPGLHIGKPENKLGLRASSTCPLTFENVKVPEANILGQIGHGYKYAIGSLNEGRIGIAAQ.... Result: 0 (no interaction). (5) Result: 1 (interaction). The protein sequence of the target gene is MNASQVAGEEAPQSGHSVKVVLVGDGGCGKTSLMMVFAKGAFPESYSPTVFERYNATLQMKGKPVHLQIWDTAGQDDYDRLRPLFYPDANVLLLCFDVTNPNSFDNVSNRWYPEVTHFCKGVPIIVVGCKIDLRKDKVLVNNLRKKRLEPVTYHRGHDMARSVGAVAYLECSARLHDNVEAVFQEAAEVALSSRRHNFWRRITQNCCLAT. The miRNA is mmu-miR-130b-3p with sequence CAGUGCAAUGAUGAAAGGGCAU. (6) The miRNA is hsa-miR-3975 with sequence UGAGGCUAAUGCACUACUUCAC. The protein sequence of the target gene is MGDWSFLGNILEEVNEHSTVIGRVWLTVLFIFRILILGTAAEFVWGDEQSDFVCNTQQPGCENVCYDEAFPISHIRLWVLQIIFVSTPSLMYVGHAVHYVRMEEKRKSREAEELGQQAGTNGGPDQGSVKKSSGSKGTKKFRLEGTLLRTYICHIIFKTLFEVGFIVGHYFLYGFRILPLYRCSRWPCPNVVDCFVSRPTEKTIFILFMLSVASVSLFLNVMELGHLGLKGIRSALKRPVEQPLGEIPEKSLHSIAVSSIQKAKGYQLLEEEKIVSHYFPLTEVGMVETSPLPAKPFNQF.... Result: 0 (no interaction). (7) The miRNA is mmu-miR-381-3p with sequence UAUACAAGGGCAAGCUCUCUGU. The protein sequence of the target gene is MPQPSVSGMDPPFGDAFRSHTFSEQTLMSTDLLANSSDPDFMYELDREMNYQQNPRDNFLSLEDCKDIENLETFTDVLDNEDALTSNWEQWDTYCEDLTKYTKLTSCDIWGTKEVDYLGLDDFSSPYQDEEVISKTPTLAQLNSEDSQSVSDSLYYPDSLFSVKQNPLPPSSFPSKKITNRAAAPVCSSKTLQAEVPSSDCVQKASKPTSSTQIMVKTNMYHNEKVNFHVECKDYVKKAKVKINPVQQGRPLLSQVHIDAAKENTCYCGAVAKRQERRGVEPHQGRGTPALPFKETQELL.... Result: 1 (interaction).